Dataset: hERG potassium channel inhibition data for cardiac toxicity prediction from Karim et al.. Task: Regression/Classification. Given a drug SMILES string, predict its toxicity properties. Task type varies by dataset: regression for continuous values (e.g., LD50, hERG inhibition percentage) or binary classification for toxic/non-toxic outcomes (e.g., AMES mutagenicity, cardiotoxicity, hepatotoxicity). Dataset: herg_karim. (1) The compound is COCC(=O)NCC=Cc1ccc2ncnc(Nc3ccc(Oc4ccc(C)nc4)c(C)c3)c2c1. The result is 0 (non-blocker). (2) The molecule is COC(c1ccccc1)(c1ccccc1)[C@H](Oc1nc(C)cc(C)n1)C(=O)O. The result is 0 (non-blocker).